This data is from NCI-60 drug combinations with 297,098 pairs across 59 cell lines. The task is: Regression. Given two drug SMILES strings and cell line genomic features, predict the synergy score measuring deviation from expected non-interaction effect. (1) Drug 1: COC1=NC(=NC2=C1N=CN2C3C(C(C(O3)CO)O)O)N. Cell line: T-47D. Synergy scores: CSS=-2.87, Synergy_ZIP=-0.692, Synergy_Bliss=-4.63, Synergy_Loewe=-7.61, Synergy_HSA=-6.28. Drug 2: CNC(=O)C1=NC=CC(=C1)OC2=CC=C(C=C2)NC(=O)NC3=CC(=C(C=C3)Cl)C(F)(F)F. (2) Drug 1: CCN(CC)CCNC(=O)C1=C(NC(=C1C)C=C2C3=C(C=CC(=C3)F)NC2=O)C. Drug 2: C#CCC(CC1=CN=C2C(=N1)C(=NC(=N2)N)N)C3=CC=C(C=C3)C(=O)NC(CCC(=O)O)C(=O)O. Cell line: M14. Synergy scores: CSS=28.5, Synergy_ZIP=-4.58, Synergy_Bliss=-4.72, Synergy_Loewe=-1.80, Synergy_HSA=0.427. (3) Drug 1: C1=CC(=CC=C1CCC2=CNC3=C2C(=O)NC(=N3)N)C(=O)NC(CCC(=O)O)C(=O)O. Drug 2: C1=NNC2=C1C(=O)NC=N2. Cell line: NCI-H322M. Synergy scores: CSS=3.53, Synergy_ZIP=-0.226, Synergy_Bliss=0.633, Synergy_Loewe=-36.4, Synergy_HSA=-1.78. (4) Drug 1: C1=NNC2=C1C(=O)NC=N2. Drug 2: CCN(CC)CCCC(C)NC1=C2C=C(C=CC2=NC3=C1C=CC(=C3)Cl)OC. Cell line: RPMI-8226. Synergy scores: CSS=19.2, Synergy_ZIP=-5.18, Synergy_Bliss=4.11, Synergy_Loewe=-1.22, Synergy_HSA=6.05. (5) Drug 1: C1=NC2=C(N=C(N=C2N1C3C(C(C(O3)CO)O)F)Cl)N. Drug 2: CN(C(=O)NC(C=O)C(C(C(CO)O)O)O)N=O. Cell line: HL-60(TB). Synergy scores: CSS=17.0, Synergy_ZIP=-0.747, Synergy_Bliss=-2.18, Synergy_Loewe=-30.4, Synergy_HSA=-3.46.